Dataset: Forward reaction prediction with 1.9M reactions from USPTO patents (1976-2016). Task: Predict the product of the given reaction. (1) Given the reactants [O:1]1[C:5]2[CH:6]=[CH:7][C:8]([C:10]3[CH:30]=[CH:29][C:13]([CH2:14][S:15]([NH:18][C:19]4[CH:27]=[CH:26][C:22]([C:23]([OH:25])=[O:24])=[C:21]([OH:28])[CH:20]=4)(=[O:17])=[O:16])=[CH:12][CH:11]=3)=[CH:9][C:4]=2[CH2:3][CH2:2]1.[C:31](N1C=CN=C1)(N1C=CN=C1)=O.CO.N1C=CC=CC=1, predict the reaction product. The product is: [O:1]1[C:5]2[CH:6]=[CH:7][C:8]([C:10]3[CH:11]=[CH:12][C:13]([CH2:14][S:15]([NH:18][C:19]4[CH:27]=[CH:26][C:22]([C:23]([O:25][CH3:31])=[O:24])=[C:21]([OH:28])[CH:20]=4)(=[O:16])=[O:17])=[CH:29][CH:30]=3)=[CH:9][C:4]=2[CH2:3][CH2:2]1. (2) Given the reactants Cl.[CH3:2][O:3][C:4]1[CH:5]=[C:6]2[C:10](=[CH:11][C:12]=1[N+:13]([O-:15])=[O:14])[NH:9][CH2:8][CH2:7]2.[CH3:16][N:17]([CH3:23])[C@H:18]([C:20](O)=[O:21])[CH3:19].C1CN([P+](ON2N=NC3C=CC=CC2=3)(N2CCCC2)N2CCCC2)CC1.F[P-](F)(F)(F)(F)F.CCN(C(C)C)C(C)C, predict the reaction product. The product is: [CH3:16][N:17]([CH3:23])[C@@H:18]([CH3:19])[C:20]([N:9]1[C:10]2[C:6](=[CH:5][C:4]([O:3][CH3:2])=[C:12]([N+:13]([O-:15])=[O:14])[CH:11]=2)[CH2:7][CH2:8]1)=[O:21].